This data is from Reaction yield outcomes from USPTO patents with 853,638 reactions. The task is: Predict the reaction yield, written as a fraction of the theoretical maximum amount of product (1.0 means a 100% yield; for example, 0.34 means a 34% yield). (1) The reactants are Br[C:2]1[CH:11]=[N:10][CH:9]=[C:8]2[C:3]=1[CH:4]=[C:5]([C:12]([NH2:14])=[O:13])[CH:6]=[N:7]2.[C:15]([C:17]1[CH:22]=[CH:21][C:20](B(O)O)=[CH:19][CH:18]=1)#[N:16].C(=O)([O-])[O-].[Cs+].[Cs+]. The catalyst is O1CCOCC1.O.C1(P([C-]2C=CC=C2)C2C=CC=CC=2)C=CC=CC=1.[C-]1(P(C2C=CC=CC=2)C2C=CC=CC=2)C=CC=C1.[Fe+2].[Pd](Cl)Cl. The product is [C:15]([C:17]1[CH:22]=[CH:21][C:20]([C:2]2[CH:11]=[N:10][CH:9]=[C:8]3[C:3]=2[CH:4]=[C:5]([C:12]([NH2:14])=[O:13])[CH:6]=[N:7]3)=[CH:19][CH:18]=1)#[N:16]. The yield is 0.570. (2) The reactants are [Br:1][C:2]1[C:3]([O:11][CH:12]([CH3:16])[C:13](O)=[O:14])=[C:4]([C:7]([O:9][CH3:10])=[O:8])[S:5][CH:6]=1.Cl.C([N:20]=C=NCCCN(C)C)C.CN(C=O)C. The catalyst is O. The product is [NH2:20][C:13](=[O:14])[CH:12]([CH3:16])[O:11][C:3]1[C:2]([Br:1])=[CH:6][S:5][C:4]=1[C:7]([O:9][CH3:10])=[O:8]. The yield is 0.890. (3) The yield is 0.230. The reactants are O[C:2]1[C:7]([C:8]([O:10][CH2:11][CH3:12])=[O:9])=[CH:6][N:5]=[C:4]([CH:13]([CH3:15])[CH3:14])[N:3]=1.P(Cl)(Cl)([Cl:18])=O.C(=O)([O-])O.[Na+]. The catalyst is CN(C)C=O. The product is [Cl:18][C:2]1[C:7]([C:8]([O:10][CH2:11][CH3:12])=[O:9])=[CH:6][N:5]=[C:4]([CH:13]([CH3:15])[CH3:14])[N:3]=1. (4) No catalyst specified. The yield is 0.890. The reactants are [Br:1][C:2]1[C:11]([O:12][Si:13]([C:16]([CH3:19])([CH3:18])[CH3:17])([CH3:15])[CH3:14])=[C:10]2[C:5]([CH:6]=[CH:7][C:8]([CH3:20])=[N:9]2)=[CH:4][CH:3]=1.[O:21]1CCOCC1. The product is [Br:1][C:2]1[C:11]([O:12][Si:13]([C:16]([CH3:17])([CH3:19])[CH3:18])([CH3:14])[CH3:15])=[C:10]2[C:5]([CH:6]=[CH:7][C:8]([CH:20]=[O:21])=[N:9]2)=[CH:4][CH:3]=1. (5) The reactants are Br[C:2]1[C:3](=[O:9])[NH:4][C:5](=[O:8])[NH:6][CH:7]=1.[CH3:10][N:11]1[CH2:16][CH2:15][NH:14][CH2:13][CH2:12]1. No catalyst specified. The product is [CH3:10][N:11]1[CH2:16][CH2:15][N:14]([C:2]2[C:3](=[O:9])[NH:4][C:5](=[O:8])[NH:6][CH:7]=2)[CH2:13][CH2:12]1. The yield is 0.910. (6) The reactants are [NH2:1][C:2]1[C:3]([N+:18]([O-])=O)=[C:4]([CH:9]=[C:10]([N:12]2[CH2:17][CH2:16][O:15][CH2:14][CH2:13]2)[CH:11]=1)[C:5]([O:7][CH3:8])=[O:6]. The catalyst is CO.[Pd]. The product is [NH2:18][C:3]1[C:2]([NH2:1])=[CH:11][C:10]([N:12]2[CH2:17][CH2:16][O:15][CH2:14][CH2:13]2)=[CH:9][C:4]=1[C:5]([O:7][CH3:8])=[O:6]. The yield is 0.960. (7) The reactants are [F:1][C:2]1[CH:3]=[C:4]([NH:13]C(=O)C)[CH:5]=[CH:6][C:7]=1[S:8](=[O:12])(=[O:11])[NH:9][CH3:10].[OH-].[Na+]. The catalyst is Cl. The product is [NH2:13][C:4]1[CH:5]=[CH:6][C:7]([S:8]([NH:9][CH3:10])(=[O:12])=[O:11])=[C:2]([F:1])[CH:3]=1. The yield is 0.830. (8) The reactants are [OH:1][C:2]1[CH:15]=[CH:14][C:5]([C:6]([C:8]2[CH:13]=[CH:12][CH:11]=[CH:10][CH:9]=2)=[O:7])=[CH:4][CH:3]=1.C([O-])([O-])=O.[K+].[K+].Cl[CH2:23][CH2:24][OH:25].[Na+].[I-]. The catalyst is CC(C)=O. The product is [OH:25][CH2:24][CH2:23][O:1][C:2]1[CH:3]=[CH:4][C:5]([C:6]([C:8]2[CH:13]=[CH:12][CH:11]=[CH:10][CH:9]=2)=[O:7])=[CH:14][CH:15]=1. The yield is 0.210.